Predict the reaction yield, written as a fraction of the theoretical maximum amount of product (1.0 means a 100% yield; for example, 0.34 means a 34% yield). From a dataset of Reaction yield outcomes from USPTO patents with 853,638 reactions. The reactants are [C:1]([NH2:5])([CH3:4])([CH3:3])[CH3:2].C(OC(C)C)(C)C.Cl[C:14]([C:16]([F:27])([F:26])[CH:17]([O:20][C:21](=[O:25])[C:22]([CH3:24])=[CH2:23])[CH2:18][CH3:19])=[O:15]. No catalyst specified. The product is [C:1]([NH:5][C:14]([C:16]([F:26])([F:27])[CH:17]([O:20][C:21](=[O:25])[C:22]([CH3:24])=[CH2:23])[CH2:18][CH3:19])=[O:15])([CH3:4])([CH3:3])[CH3:2]. The yield is 0.990.